From a dataset of Peptide-MHC class I binding affinity with 185,985 pairs from IEDB/IMGT. Regression. Given a peptide amino acid sequence and an MHC pseudo amino acid sequence, predict their binding affinity value. This is MHC class I binding data. (1) The peptide sequence is LDPYARVAI. The MHC is H-2-Kk with pseudo-sequence H-2-Kk. The binding affinity (normalized) is 0.383. (2) The peptide sequence is LTSGEYKQCL. The MHC is HLA-A02:01 with pseudo-sequence HLA-A02:01. The binding affinity (normalized) is 0.0838. (3) The peptide sequence is ETIQKDINIT. The MHC is HLA-A02:01 with pseudo-sequence HLA-A02:01. The binding affinity (normalized) is 0.340. (4) The peptide sequence is AMKGLPIRY. The MHC is Patr-B0101 with pseudo-sequence Patr-B0101. The binding affinity (normalized) is 0. (5) The peptide sequence is THADAHTQL. The MHC is HLA-A02:03 with pseudo-sequence HLA-A02:03. The binding affinity (normalized) is 0.0847. (6) The peptide sequence is SLLHESTLK. The MHC is HLA-B57:01 with pseudo-sequence HLA-B57:01. The binding affinity (normalized) is 0.0847. (7) The peptide sequence is LENLVILNA. The MHC is Patr-B2401 with pseudo-sequence Patr-B2401. The binding affinity (normalized) is 0.136. (8) The peptide sequence is PLDLAIQQL. The MHC is Mamu-B8701 with pseudo-sequence Mamu-B8701. The binding affinity (normalized) is 0.185. (9) The peptide sequence is KYKLKHIVW. The MHC is HLA-A24:02 with pseudo-sequence HLA-A24:02. The binding affinity (normalized) is 0.633.